Dataset: Catalyst prediction with 721,799 reactions and 888 catalyst types from USPTO. Task: Predict which catalyst facilitates the given reaction. (1) Reactant: [Cl:1][C:2]1[C:14]([Cl:15])=[CH:13][CH:12]=[C:11]2[C:3]=1[C:4]1[CH2:5][CH2:6][CH2:7][C:8](=[O:16])[C:9]=1[NH:10]2.[OH-].[K+].[C:19]1([CH:25]=O)[CH:24]=[CH:23][CH:22]=[CH:21][CH:20]=1. Product: [CH:25](=[C:7]1[CH2:6][CH2:5][C:4]2[C:3]3[C:11](=[CH:12][CH:13]=[C:14]([Cl:15])[C:2]=3[Cl:1])[NH:10][C:9]=2[C:8]1=[O:16])[C:19]1[CH:24]=[CH:23][CH:22]=[CH:21][CH:20]=1. The catalyst class is: 5. (2) The catalyst class is: 2. Reactant: C[Si]([C:5]#[C:6][C:7]1[CH:12]=[CH:11][CH:10]=[CH:9][C:8]=1[CH2:13][C:14]([O:16][CH3:17])=[O:15])(C)C.CCCC[N+](CCCC)(CCCC)CCCC.[F-]. Product: [C:6]([C:7]1[CH:12]=[CH:11][CH:10]=[CH:9][C:8]=1[CH2:13][C:14]([O:16][CH3:17])=[O:15])#[CH:5]. (3) Reactant: [CH2:1]([O:8][CH2:9][N:10]1[C:18]2[C:13](=[CH:14][C:15](Br)=[CH:16][CH:17]=2)[C:12]([CH3:20])=[N:11]1)[C:2]1[CH:7]=[CH:6][CH:5]=[CH:4][CH:3]=1.[B:21](OC(C)C)([O:26]C(C)C)[O:22]C(C)C.C([Li])CCC. Product: [CH2:1]([O:8][CH2:9][N:10]1[C:18]2[C:13](=[CH:14][C:15]([B:21]([OH:26])[OH:22])=[CH:16][CH:17]=2)[C:12]([CH3:20])=[N:11]1)[C:2]1[CH:7]=[CH:6][CH:5]=[CH:4][CH:3]=1. The catalyst class is: 247. (4) The catalyst class is: 7. Product: [CH2:1]([O:3][C:4](=[O:18])[CH:5]([O:15][CH2:16][CH3:17])[CH2:6][C:7]1[CH:12]=[CH:11][C:10]([O:13][CH2:35][CH2:34][C:32]2[N:33]=[C:29]([C:26]3[CH:27]=[CH:28][C:23]([C:19]([CH3:20])([CH3:22])[CH3:21])=[CH:24][CH:25]=3)[S:30][CH:31]=2)=[C:9]([F:14])[CH:8]=1)[CH3:2]. Reactant: [CH2:1]([O:3][C:4](=[O:18])[CH:5]([O:15][CH2:16][CH3:17])[CH2:6][C:7]1[CH:12]=[CH:11][C:10]([OH:13])=[C:9]([F:14])[CH:8]=1)[CH3:2].[C:19]([C:23]1[CH:28]=[CH:27][C:26]([C:29]2[S:30][CH:31]=[C:32]([CH2:34][CH2:35]O)[N:33]=2)=[CH:25][CH:24]=1)([CH3:22])([CH3:21])[CH3:20].C(C1C=CC(C2SC=C(CCl)N=2)=CC=1)(C)(C)C.C1(P(C2C=CC=CC=2)C2C=CC=CC=2)C=CC=CC=1.N(C(OCC)=O)=NC(OCC)=O.